From a dataset of Catalyst prediction with 721,799 reactions and 888 catalyst types from USPTO. Predict which catalyst facilitates the given reaction. (1) Reactant: [F:1][C:2]([F:13])([F:12])[C:3]1[CH:8]=[CH:7][N:6]=[C:5]([C:9]([NH2:11])=O)[CH:4]=1.[C:14](N1C=CN=C1)(N1C=CN=C1)=[O:15].[N:26]12CCCN=C1CCCCC2.Cl.[OH2:38]. Product: [F:1][C:2]([F:13])([F:12])[C:3]1[CH:8]=[CH:7][N:6]=[C:5]([C:9]2[NH:26][O:38][C:14](=[O:15])[N:11]=2)[CH:4]=1. The catalyst class is: 7. (2) Reactant: [F:1][CH2:2][CH:3]([N:6]1[CH2:10][C@@H:9]([C:11]2[CH:16]=[CH:15][CH:14]=[CH:13][CH:12]=2)[C@H:8]([NH:17]C(=O)OC(C)(C)C)[CH2:7]1)[CH2:4][F:5].[ClH:25]. Product: [ClH:25].[F:5][CH2:4][CH:3]([N:6]1[CH2:10][C@@H:9]([C:11]2[CH:16]=[CH:15][CH:14]=[CH:13][CH:12]=2)[C@H:8]([NH2:17])[CH2:7]1)[CH2:2][F:1]. The catalyst class is: 32. (3) The catalyst class is: 1. Product: [Br:9]/[CH:8]=[C:2](\[CH3:10])/[C:3]([O:5][CH2:6][CH3:7])=[O:4]. Reactant: Br[C:2]([CH3:10])([CH2:8][Br:9])[C:3]([O:5][CH2:6][CH3:7])=[O:4].C1CCN2C(=NCCC2)CC1.Cl. (4) Reactant: [CH3:1][O:2][C:3]1[CH:21]=[CH:20][C:6]([C:7]([C:9]2[C:18](=[O:19])[C:17]3[C:12](=[N:13][CH:14]=[CH:15][CH:16]=3)[NH:11][CH:10]=2)=[O:8])=[CH:5][C:4]=1[CH3:22].C[Si]([N-][Si](C)(C)C)(C)C.[K+].Br[CH2:34][C:35]1[N:40]=[C:39]([C:41]#[N:42])[CH:38]=[CH:37][CH:36]=1. Product: [CH3:1][O:2][C:3]1[CH:21]=[CH:20][C:6]([C:7]([C:9]2[C:18](=[O:19])[C:17]3[C:12](=[N:13][CH:14]=[CH:15][CH:16]=3)[N:11]([CH2:34][C:35]3[N:40]=[C:39]([C:41]#[N:42])[CH:38]=[CH:37][CH:36]=3)[CH:10]=2)=[O:8])=[CH:5][C:4]=1[CH3:22]. The catalyst class is: 1. (5) Reactant: Br[CH2:2][CH2:3][O:4][CH2:5][CH2:6][O:7][CH3:8].[OH:9][C:10]1[CH:18]=[CH:17][CH:16]=[C:15]2[C:11]=1[C:12](=[O:29])[N:13]([CH2:20][C:21]1[CH:26]=[CH:25][C:24]([O:27][CH3:28])=[CH:23][CH:22]=1)[C:14]2=[O:19].C(=O)([O-])[O-].[K+].[K+].[I-].[K+]. Product: [CH3:28][O:27][C:24]1[CH:25]=[CH:26][C:21]([CH2:20][N:13]2[C:12](=[O:29])[C:11]3[C:15](=[CH:16][CH:17]=[CH:18][C:10]=3[O:9][CH2:2][CH2:3][O:4][CH2:5][CH2:6][O:7][CH3:8])[C:14]2=[O:19])=[CH:22][CH:23]=1. The catalyst class is: 3. (6) Reactant: [N:1]1([CH2:7][CH2:8][O:9][C:10]2[CH:15]=[CH:14][C:13]([CH2:16][CH2:17]O)=[CH:12][CH:11]=2)[CH2:6][CH2:5][CH2:4][CH2:3][CH2:2]1.S(Cl)([Cl:21])=O. Product: [Cl:21][CH2:17][CH2:16][C:13]1[CH:14]=[CH:15][C:10]([O:9][CH2:8][CH2:7][N:1]2[CH2:6][CH2:5][CH2:4][CH2:3][CH2:2]2)=[CH:11][CH:12]=1. The catalyst class is: 1. (7) Reactant: [OH:1][N:2]1[C:7]([C:8]2[CH:13]=[CH:12][CH:11]=[CH:10][CH:9]=2)=[CH:6][C:5]([C:14]2[CH:19]=[CH:18][CH:17]=[CH:16][CH:15]=2)=[CH:4][C:3]1=[O:20].C([O-])([O-])=O.[K+].[K+].CI.[CH3:29][C:30](C)=O. Product: [CH2:29]([O:1][N:2]1[C:7]([C:8]2[CH:13]=[CH:12][CH:11]=[CH:10][CH:9]=2)=[CH:6][C:5]([C:14]2[CH:15]=[CH:16][CH:17]=[CH:18][CH:19]=2)=[CH:4][C:3]1=[O:20])[CH3:30]. The catalyst class is: 13. (8) Reactant: [NH2:1][C:2]1[NH:6][N:5]=[C:4]([CH3:7])[C:3]=1[C:8]([O:10]CC)=[O:9].[Cl:13][C:14]1[CH:15]=[C:16]([CH:25]=[CH:26][CH:27]=1)[CH2:17][CH:18]([C:22](=O)[CH3:23])[C:19](=O)[CH3:20].Cl.[OH-].[K+]. Product: [Cl:13][C:14]1[CH:15]=[C:16]([CH:25]=[CH:26][CH:27]=1)[CH2:17][C:18]1[C:19]([CH3:20])=[N:1][C:2]2[N:6]([N:5]=[C:4]([CH3:7])[C:3]=2[C:8]([OH:10])=[O:9])[C:22]=1[CH3:23]. The catalyst class is: 8.